This data is from Catalyst prediction with 721,799 reactions and 888 catalyst types from USPTO. The task is: Predict which catalyst facilitates the given reaction. (1) Reactant: [CH3:1][C@@H:2]1[N:8]([C:9]2[CH:14]=[CH:13][CH:12]=[C:11]([C:15]([F:18])([F:17])[F:16])[CH:10]=2)[CH2:7][C:6]2[CH:19]=[CH:20][C:21]([C:23]([O:25]C)=O)=[CH:22][C:5]=2[O:4][CH2:3]1.[NH2:27][OH:28].[OH-].[Na+]. Product: [OH:28][NH:27][C:23]([C:21]1[CH:20]=[CH:19][C:6]2[CH2:7][N:8]([C:9]3[CH:14]=[CH:13][CH:12]=[C:11]([C:15]([F:18])([F:17])[F:16])[CH:10]=3)[C@@H:2]([CH3:1])[CH2:3][O:4][C:5]=2[CH:22]=1)=[O:25]. The catalyst class is: 36. (2) The catalyst class is: 205. Product: [CH3:27][C:28]1[CH:32]=[CH:31][N:30]([C:2]2[CH:7]=[CH:6][C:5]([C:8]3([C:11]([N:13]4[CH2:17][CH2:16][C:15]5([C:25]6[CH:24]=[CH:23][N:22]=[CH:21][C:20]=6[C:19](=[O:26])[O:18]5)[CH2:14]4)=[O:12])[CH2:10][CH2:9]3)=[CH:4][CH:3]=2)[N:29]=1. Reactant: Br[C:2]1[CH:7]=[CH:6][C:5]([C:8]2([C:11]([N:13]3[CH2:17][CH2:16][C:15]4([C:25]5[CH:24]=[CH:23][N:22]=[CH:21][C:20]=5[C:19](=[O:26])[O:18]4)[CH2:14]3)=[O:12])[CH2:10][CH2:9]2)=[CH:4][CH:3]=1.[CH3:27][C:28]1[CH:32]=[CH:31][NH:30][N:29]=1.C1(C)C=CC=CC=1.CN(C)C=O.CN[C@H]1CCCC[C@@H]1NC.C(=O)([O-])[O-].[K+].[K+]. (3) Reactant: [C:1](=[O:22])(OC1C=CC([N+]([O-])=O)=CC=1)[O:2][CH2:3][CH2:4][N:5]1[CH2:10][CH2:9][N:8]([CH3:11])[CH2:7][CH2:6]1.CCN(C(C)C)C(C)C.[NH:32]1[C:41]2[C:36](=[CH:37][CH:38]=[CH:39][CH:40]=2)[CH2:35][CH2:34][CH2:33]1. Product: [N:32]1([C:1]([O:2][CH2:3][CH2:4][N:5]2[CH2:6][CH2:7][N:8]([CH3:11])[CH2:9][CH2:10]2)=[O:22])[C:41]2[C:36](=[CH:37][CH:38]=[CH:39][CH:40]=2)[CH2:35][CH2:34][CH2:33]1. The catalyst class is: 3. (4) Reactant: [ClH:1].[CH3:2][C:3]1[C:8]([CH3:9])=[CH:7][N:6]=[C:5]([N:10]2[C:14](=[O:15])[C:13]([N:16]3[CH:20]=[CH:19][N:18]=[CH:17]3)=[CH:12][NH:11]2)[CH:4]=1. Product: [ClH:1].[CH3:2][C:3]1[C:8]([CH3:9])=[CH:7][N:6]=[C:5]([N:10]2[C:14](=[O:15])[C:13]([N:16]3[CH:20]=[CH:19][N:18]=[CH:17]3)=[CH:12][NH:11]2)[CH:4]=1. The catalyst class is: 12. (5) Reactant: [F:1][C:2]([F:18])([F:17])[C:3]1[CH:4]=[C:5]([C:13](=O)[CH2:14]Br)[CH:6]=[C:7]([C:9]([F:12])([F:11])[F:10])[CH:8]=1.[CH3:19][O:20][C:21]([CH2:23][C:24]([NH2:26])=[O:25])=[O:22]. Product: [F:1][C:2]([F:18])([F:17])[C:3]1[CH:4]=[C:5]([C:13]2[N:26]=[C:24]([CH2:23][C:21]([O:20][CH3:19])=[O:22])[O:25][CH:14]=2)[CH:6]=[C:7]([C:9]([F:12])([F:11])[F:10])[CH:8]=1. The catalyst class is: 6. (6) Reactant: [CH2:1]([O:8][C:9]1[CH:10]=[C:11]([CH3:17])[C:12](Br)=[C:13]([CH3:15])[CH:14]=1)[C:2]1[CH:7]=[CH:6][CH:5]=[CH:4][CH:3]=1.CCCCCC.C([Li])CCC.[B:29](OC(C)C)([O:34]C(C)C)[O:30]C(C)C.Cl. Product: [CH2:1]([O:8][C:9]1[CH:10]=[C:11]([CH3:17])[C:12]([B:29]([OH:34])[OH:30])=[C:13]([CH3:15])[CH:14]=1)[C:2]1[CH:7]=[CH:6][CH:5]=[CH:4][CH:3]=1. The catalyst class is: 7.